Dataset: Full USPTO retrosynthesis dataset with 1.9M reactions from patents (1976-2016). Task: Predict the reactants needed to synthesize the given product. (1) Given the product [F:20][C:19]([F:22])([F:21])[C:17]1[CH:16]=[CH:15][N:14]=[C:13]([N:1]2[CH:5]=[C:4]([C:6]([O:8][CH2:9][CH3:23])=[O:7])[N:3]=[CH:2]2)[CH:18]=1, predict the reactants needed to synthesize it. The reactants are: [NH:1]1[CH:5]=[C:4]([C:6]([O:8][CH3:9])=[O:7])[N:3]=[CH:2]1.[H-].[Na+].Cl[C:13]1[CH:18]=[C:17]([C:19]([F:22])([F:21])[F:20])[CH:16]=[CH:15][N:14]=1.[C:23](OCC)(=O)C. (2) The reactants are: C(NC(C)C)(C)C.C[Li].[C:10]([O:14][C:15](=[O:24])[CH2:16][C@H:17]([OH:23])[CH2:18][CH2:19][CH2:20][CH2:21][CH3:22])([CH3:13])([CH3:12])[CH3:11].I[CH2:26][CH2:27][CH2:28][CH3:29].[Cl-].[NH4+]. Given the product [C:10]([O:14][C:15](=[O:24])[C@H:16]([CH2:26][CH2:27][CH2:28][CH3:29])[C@H:17]([OH:23])[CH2:18][CH2:19][CH2:20][CH2:21][CH3:22])([CH3:11])([CH3:13])[CH3:12], predict the reactants needed to synthesize it. (3) Given the product [CH3:4][C:3]1[N:12]=[C:7]2[CH:8]=[N:9][CH:10]=[CH:11][N:6]2[CH:2]=1, predict the reactants needed to synthesize it. The reactants are: Br[CH2:2][C:3](=O)[CH3:4].[N:6]1[CH:11]=[CH:10][N:9]=[CH:8][C:7]=1[NH2:12]. (4) Given the product [CH3:1][C:2]1[CH:7]=[CH:6][CH:5]=[C:4]([C:8]#[C:9][CH:10]=[C:11]2[CH2:12][CH2:13][N:14]([C:18]3[CH:23]=[CH:22][CH:21]=[CH:20][CH:19]=3)[CH2:15][CH2:16]2)[N:3]=1, predict the reactants needed to synthesize it. The reactants are: [CH3:1][C:2]1[CH:7]=[CH:6][CH:5]=[C:4]([C:8]#[C:9][CH:10]=[C:11]2[CH2:16][CH2:15][NH:14][CH2:13][CH2:12]2)[N:3]=1.Br[C:18]1[CH:23]=[CH:22][CH:21]=[CH:20][CH:19]=1.C(=O)([O-])[O-].[Cs+].[Cs+].